Dataset: Catalyst prediction with 721,799 reactions and 888 catalyst types from USPTO. Task: Predict which catalyst facilitates the given reaction. (1) Reactant: [CH3:1][C:2]1[C:11]([NH:12][C@H:13]2[CH2:18][CH2:17][CH2:16][NH:15][CH2:14]2)=[N:10][C:9]2[C:4](=[CH:5][CH:6]=[CH:7][C:8]=2[C:19]2[NH:27][C:26]3[CH2:25][CH2:24][NH:23][C:22](=[O:28])[C:21]=3[CH:20]=2)[N:3]=1.[CH3:29][C:30](OC(C)=O)=[O:31]. Product: [C:30]([N:15]1[CH2:16][CH2:17][CH2:18][C@H:13]([NH:12][C:11]2[C:2]([CH3:1])=[N:3][C:4]3[C:9]([N:10]=2)=[C:8]([C:19]2[NH:27][C:26]4[CH2:25][CH2:24][NH:23][C:22](=[O:28])[C:21]=4[CH:20]=2)[CH:7]=[CH:6][CH:5]=3)[CH2:14]1)(=[O:31])[CH3:29]. The catalyst class is: 2. (2) The catalyst class is: 22. Reactant: ClC1C=CC=C(C(OO)=[O:9])C=1.[CH3:12][C:13]1[CH:18]=[CH:17][C:16]([S:19]([C:21]2[N:26]=[C:25]([C:27]3[S:28][C:29]4[CH:37]=[CH:36][CH:35]=[CH:34][C:30]=4[C:31](=[O:33])[N:32]=3)[CH:24]=[CH:23][CH:22]=2)=[O:20])=[CH:15][CH:14]=1. Product: [CH3:12][C:13]1[CH:14]=[CH:15][C:16]([S:19]([C:21]2[N:26]=[C:25]([C:27]3[S:28][C:29]4[CH:37]=[CH:36][CH:35]=[CH:34][C:30]=4[C:31](=[O:33])[N:32]=3)[CH:24]=[CH:23][CH:22]=2)(=[O:9])=[O:20])=[CH:17][CH:18]=1. (3) Reactant: Br[CH2:2]/[CH:3]=[CH:4]/[CH2:5][O:6][CH2:7][C@H:8]1[CH2:13][CH2:12][C@H:11]([CH2:14][N:15]([CH3:29])[S:16]([C:19]2[CH:24]=[CH:23][C:22]([C:25]([F:28])([F:27])[F:26])=[CH:21][CH:20]=2)(=[O:18])=[O:17])[CH2:10][CH2:9]1.[OH:30][CH2:31][CH2:32][NH:33][CH3:34]. Product: [OH:30][CH2:31][CH2:32][N:33]([CH3:34])[CH2:2]/[CH:3]=[CH:4]/[CH2:5][O:6][CH2:7][C@H:8]1[CH2:13][CH2:12][C@H:11]([CH2:14][N:15]([CH3:29])[S:16]([C:19]2[CH:24]=[CH:23][C:22]([C:25]([F:28])([F:27])[F:26])=[CH:21][CH:20]=2)(=[O:18])=[O:17])[CH2:10][CH2:9]1. The catalyst class is: 80. (4) Reactant: [BH4-].[Na+].[I:3][C:4]1[CH:9]=[C:8]([Si:10]([CH3:13])([CH3:12])[CH3:11])[N:7]=[C:6]([O:14][CH3:15])[C:5]=1[CH:16]=[O:17]. Product: [I:3][C:4]1[CH:9]=[C:8]([Si:10]([CH3:11])([CH3:13])[CH3:12])[N:7]=[C:6]([O:14][CH3:15])[C:5]=1[CH2:16][OH:17]. The catalyst class is: 14. (5) The catalyst class is: 4. Product: [CH3:6][C:5]([N:16]1[CH2:21][CH2:20][NH:19][CH2:18][CH2:17]1)([CH3:7])[C:3]([C:8]1[CH:13]=[CH:12][C:11]([S:14][CH3:15])=[CH:10][CH:9]=1)=[O:4]. Reactant: CO[C:3]1([C:8]2[CH:13]=[CH:12][C:11]([S:14][CH3:15])=[CH:10][CH:9]=2)[C:5]([CH3:7])([CH3:6])[O:4]1.[NH:16]1[CH2:21][CH2:20][NH:19][CH2:18][CH2:17]1. (6) Reactant: Cl[C:2]1[N:7]=[C:6]([C:8]2[N:12]3[CH:13]=[CH:14][CH:15]=[CH:16][C:11]3=[N:10][C:9]=2[C:17]2[CH:18]=[C:19]([CH:31]=[CH:32][CH:33]=2)[C:20]([NH:22][C:23]2[C:28]([F:29])=[CH:27][CH:26]=[CH:25][C:24]=2[F:30])=[O:21])[CH:5]=[CH:4][N:3]=1.[CH2:34]([O:36][C:37]1[CH:43]=[C:42]([N:44]2[CH2:49][CH2:48][N:47]([CH2:50][CH2:51][CH3:52])[CH2:46][CH2:45]2)[CH:41]=[CH:40][C:38]=1[NH2:39])[CH3:35].C1(C)C=CC(S(O)(=O)=O)=CC=1.C[O-].[Na+]. Product: [F:30][C:24]1[CH:25]=[CH:26][CH:27]=[C:28]([F:29])[C:23]=1[NH:22][C:20](=[O:21])[C:19]1[CH:31]=[CH:32][CH:33]=[C:17]([C:9]2[N:10]=[C:11]3[CH:16]=[CH:15][CH:14]=[CH:13][N:12]3[C:8]=2[C:6]2[CH:5]=[CH:4][N:3]=[C:2]([NH:39][C:38]3[CH:40]=[CH:41][C:42]([N:44]4[CH2:49][CH2:48][N:47]([CH2:50][CH2:51][CH3:52])[CH2:46][CH2:45]4)=[CH:43][C:37]=3[O:36][CH2:34][CH3:35])[N:7]=2)[CH:18]=1. The catalyst class is: 41.